This data is from Catalyst prediction with 721,799 reactions and 888 catalyst types from USPTO. The task is: Predict which catalyst facilitates the given reaction. (1) Reactant: [C:1]([C:3]1[CH:4]=[C:5]([C:20](O)=[O:21])[C:6]([O:10][C:11]2[C:16]([CH3:17])=[CH:15][C:14]([CH3:18])=[CH:13][C:12]=2[CH3:19])=[N:7][C:8]=1[CH3:9])#[N:2].[N+:23]([C:26]1[CH:27]=[C:28]([S:32]([NH:35][Na])(=[O:34])=[O:33])[CH:29]=[CH:30][CH:31]=1)([O-:25])=[O:24].CN(C(ON1N=NC2C=CC=NC1=2)=[N+](C)C)C.F[P-](F)(F)(F)(F)F.CN(C)C=O. Product: [C:1]([C:3]1[CH:4]=[C:5]([C:20]([NH:35][S:32]([C:28]2[CH:29]=[CH:30][CH:31]=[C:26]([N+:23]([O-:25])=[O:24])[CH:27]=2)(=[O:34])=[O:33])=[O:21])[C:6]([O:10][C:11]2[C:12]([CH3:19])=[CH:13][C:14]([CH3:18])=[CH:15][C:16]=2[CH3:17])=[N:7][C:8]=1[CH3:9])#[N:2]. The catalyst class is: 6. (2) Reactant: Cl.CO[C:4]1[CH:5]=[C:6]2[C:11](=[CH:12][CH:13]=1)[O:10][C:9](=[O:14])[CH:8]=[C:7]2[NH:15][CH:16]1[CH2:21][CH2:20][NH:19][CH2:18][CH2:17]1.C(Cl)Cl. Product: [NH:19]1[CH2:20][CH2:21][CH:16]([NH:15][C:7]2[C:6]3[C:11](=[CH:12][CH:13]=[CH:4][CH:5]=3)[O:10][C:9](=[O:14])[CH:8]=2)[CH2:17][CH2:18]1. The catalyst class is: 5. (3) Product: [CH3:1][O:2][C:3](=[O:39])[CH2:4][CH2:5][C:6]([N:8]([C:9]1[CH:10]=[CH:11][C:12]([C:15]([N:17]2[C:26]3[C:21](=[CH:22][CH:23]=[CH:24][CH:25]=3)[C@H:20]([N:27]([C:35](=[O:37])[CH3:36])[C:28]3[CH:29]=[CH:30][C:31]([Cl:34])=[CH:32][CH:33]=3)[CH2:19][C@@H:18]2[CH3:38])=[O:16])=[CH:13][CH:14]=1)[CH3:43])=[O:7]. Reactant: [CH3:1][O:2][C:3](=[O:39])[CH2:4][CH2:5][C:6]([NH:8][C:9]1[CH:14]=[CH:13][C:12]([C:15]([N:17]2[C:26]3[C:21](=[CH:22][CH:23]=[CH:24][CH:25]=3)[C@H:20]([N:27]([C:35](=[O:37])[CH3:36])[C:28]3[CH:33]=[CH:32][C:31]([Cl:34])=[CH:30][CH:29]=3)[CH2:19][C@@H:18]2[CH3:38])=[O:16])=[CH:11][CH:10]=1)=[O:7].[H-].[Na+].I[CH3:43]. The catalyst class is: 3. (4) Reactant: [Cl:1][C:2]1[CH:31]=[CH:30][C:5]2[NH:6][C:7](=[O:29])[CH:8]([CH2:20][C:21]3[CH:26]=[CH:25][C:24]([F:27])=[CH:23][C:22]=3[Cl:28])[N:9]=[C:10]([C:11]3[CH:16]=[CH:15][C:14]([O:17]C)=[C:13]([CH3:19])[CH:12]=3)[C:4]=2[CH:3]=1.B(Br)(Br)Br. Product: [Cl:1][C:2]1[CH:31]=[CH:30][C:5]2[NH:6][C:7](=[O:29])[CH:8]([CH2:20][C:21]3[CH:26]=[CH:25][C:24]([F:27])=[CH:23][C:22]=3[Cl:28])[N:9]=[C:10]([C:11]3[CH:16]=[CH:15][C:14]([OH:17])=[C:13]([CH3:19])[CH:12]=3)[C:4]=2[CH:3]=1. The catalyst class is: 4.